From a dataset of Forward reaction prediction with 1.9M reactions from USPTO patents (1976-2016). Predict the product of the given reaction. Given the reactants [OH-].[K+].[OH:3][C@H:4]1[C@H:23]([CH2:24][CH2:25][C@@H:26]([OH:32])[CH2:27][CH2:28][CH2:29][CH2:30][CH3:31])[C@H:7]2[CH2:8][C:9]3[C:14]([CH2:15][C@H:6]2[CH2:5]1)=[C:13]([O:16][CH2:17][C:18]([O:20]CC)=[O:19])[CH:12]=[CH:11][CH:10]=3, predict the reaction product. The product is: [OH:3][C@H:4]1[C@H:23]([CH2:24][CH2:25][C@@H:26]([OH:32])[CH2:27][CH2:28][CH2:29][CH2:30][CH3:31])[C@H:7]2[CH2:8][C:9]3[C:14]([CH2:15][C@H:6]2[CH2:5]1)=[C:13]([O:16][CH2:17][C:18]([OH:20])=[O:19])[CH:12]=[CH:11][CH:10]=3.